Dataset: Full USPTO retrosynthesis dataset with 1.9M reactions from patents (1976-2016). Task: Predict the reactants needed to synthesize the given product. (1) Given the product [CH3:1][C:2]([CH3:8])([CH3:7])[CH2:3][C:4]([O:6][CH2:36][C:35]1[C:30]([N:27]2[CH2:28][CH2:29][C@@H:25]([N:17]([C:18]([O:19][C:20]([CH3:21])([CH3:23])[CH3:22])=[O:24])[CH2:15][CH3:16])[CH2:26]2)=[N:31][CH:32]=[CH:33][CH:34]=1)=[O:5], predict the reactants needed to synthesize it. The reactants are: [CH3:1][C:2]([CH3:8])([CH3:7])[CH2:3][C:4]([OH:6])=[O:5].C(Cl)(=O)C(Cl)=O.[CH2:15]([N:17]([C@@H:25]1[CH2:29][CH2:28][N:27]([C:30]2[C:35]([CH2:36]O)=[CH:34][CH:33]=[CH:32][N:31]=2)[CH2:26]1)[C:18](=[O:24])[O:19][C:20]([CH3:23])([CH3:22])[CH3:21])[CH3:16].CCN(CC)CC. (2) The reactants are: [C:1]([O:5][C:6]([N:8]1[CH2:13][CH2:12][N:11]([C:14]2[N:19]=[C:18]([C:20]3[CH:25]=[CH:24][N:23]=[C:22]([N:26]([C:33]([O:35][C:36]([CH3:39])([CH3:38])[CH3:37])=[O:34])[CH:27]4[CH2:32][CH2:31][CH2:30][CH2:29][CH2:28]4)[CH:21]=3)[CH:17]=[C:16]([N+]([O-])=O)[CH:15]=2)[CH2:10][CH2:9]1)=[O:7])([CH3:4])([CH3:3])[CH3:2].[OH-].[K+].CS(C)=[O:47]. Given the product [C:1]([O:5][C:6]([N:8]1[CH2:13][CH2:12][N:11]([C:14]2[N:19]=[C:18]([C:20]3[CH:25]=[CH:24][N:23]=[C:22]([N:26]([C:33]([O:35][C:36]([CH3:39])([CH3:37])[CH3:38])=[O:34])[CH:27]4[CH2:32][CH2:31][CH2:30][CH2:29][CH2:28]4)[CH:21]=3)[CH:17]=[C:16]([OH:47])[CH:15]=2)[CH2:10][CH2:9]1)=[O:7])([CH3:3])([CH3:4])[CH3:2], predict the reactants needed to synthesize it. (3) Given the product [CH3:1][C:2]1([CH3:10])[O:7][C:6](=[O:8])[C:5](=[C:21]2[CH2:20][CH2:19][N:18]([C:24]([O:26][C:27]([CH3:30])([CH3:29])[CH3:28])=[O:25])[CH:17]([CH3:16])[CH2:22]2)[C:4](=[O:9])[O:3]1, predict the reactants needed to synthesize it. The reactants are: [CH3:1][C:2]1([CH3:10])[O:7][C:6](=[O:8])[CH2:5][C:4](=[O:9])[O:3]1.C([O-])(=O)C.[NH4+].[CH3:16][CH:17]1[CH2:22][C:21](=O)[CH2:20][CH2:19][N:18]1[C:24]([O:26][C:27]([CH3:30])([CH3:29])[CH3:28])=[O:25].